Dataset: Full USPTO retrosynthesis dataset with 1.9M reactions from patents (1976-2016). Task: Predict the reactants needed to synthesize the given product. (1) Given the product [N:2](=[CH:22]/[C:21]1[CH:24]=[CH:25][C:18]([C:15]2[N:16]=[CH:17][N:13]([C:10]3[CH:11]=[CH:12][C:7]([O:6][C:5]([F:27])([F:26])[F:4])=[CH:8][CH:9]=3)[N:14]=2)=[CH:19][CH:20]=1)\[NH2:3], predict the reactants needed to synthesize it. The reactants are: O.[NH2:2][NH2:3].[F:4][C:5]([F:27])([F:26])[O:6][C:7]1[CH:12]=[CH:11][C:10]([N:13]2[CH:17]=[N:16][C:15]([C:18]3[CH:25]=[CH:24][C:21]([CH:22]=O)=[CH:20][CH:19]=3)=[N:14]2)=[CH:9][CH:8]=1. (2) Given the product [Cl:24][C:25]1[CH:30]=[CH:29][C:28]([C:2]2[CH:3]=[CH:4][C:5]([CH2:20][CH3:21])=[C:6]([CH:8]3[C:9](=[O:19])[C:10]([CH3:18])([CH3:17])[O:11][C:12]([CH3:15])([CH3:16])[C:13]3=[O:14])[CH:7]=2)=[C:27]([F:34])[CH:26]=1, predict the reactants needed to synthesize it. The reactants are: Br[C:2]1[CH:3]=[CH:4][C:5]([CH2:20][CH3:21])=[C:6]([CH:8]2[C:13](=[O:14])[C:12]([CH3:16])([CH3:15])[O:11][C:10]([CH3:18])([CH3:17])[C:9]2=[O:19])[CH:7]=1.[F-].[Cs+].[Cl:24][C:25]1[CH:30]=[CH:29][C:28](B(O)O)=[C:27]([F:34])[CH:26]=1.